From a dataset of Forward reaction prediction with 1.9M reactions from USPTO patents (1976-2016). Predict the product of the given reaction. Given the reactants [CH2:1]([O:3][C:4](=[O:26])[CH2:5][O:6][CH2:7]/[CH:8]=[CH:9]\[CH2:10][N:11]1[C@@H:15](/[CH:16]=[CH:17]/[C:18](=[O:24])[CH2:19][CH2:20][CH2:21][CH2:22][CH3:23])[CH2:14][CH2:13][C:12]1=[O:25])[CH3:2].[BH4-].[Na+].Cl.C(OCC)(=O)C, predict the reaction product. The product is: [CH2:1]([O:3][C:4](=[O:26])[CH2:5][O:6][CH2:7]/[CH:8]=[CH:9]\[CH2:10][N:11]1[C:12](=[O:25])[CH2:13][CH2:14][C@@H:15]1/[CH:16]=[CH:17]/[CH:18]([OH:24])[CH2:19][CH2:20][CH2:21][CH2:22][CH3:23])[CH3:2].